Dataset: Catalyst prediction with 721,799 reactions and 888 catalyst types from USPTO. Task: Predict which catalyst facilitates the given reaction. (1) Reactant: [NH2:1][C:2]1[CH:3]=[C:4]2[C:9](=[CH:10][CH:11]=1)[CH2:8][N:7]([C:12]([O:14][C:15]([CH3:18])([CH3:17])[CH3:16])=[O:13])[CH2:6][CH2:5]2.Br[C:20]1[C:21](=[O:28])[N:22]([CH3:27])[CH:23]=[C:24]([Br:26])[CH:25]=1.C(=O)([O-])[O-].[Cs+].[Cs+].CC1(C)C2C(=C(P(C3C=CC=CC=3)C3C=CC=CC=3)C=CC=2)OC2C(P(C3C=CC=CC=3)C3C=CC=CC=3)=CC=CC1=2. Product: [Br:26][C:24]1[CH:25]=[C:20]([NH:1][C:2]2[CH:3]=[C:4]3[C:9](=[CH:10][CH:11]=2)[CH2:8][N:7]([C:12]([O:14][C:15]([CH3:18])([CH3:17])[CH3:16])=[O:13])[CH2:6][CH2:5]3)[C:21](=[O:28])[N:22]([CH3:27])[CH:23]=1. The catalyst class is: 102. (2) Reactant: [OH:1][CH2:2][CH2:3][N:4](C)[C:5](=O)OC(C)(C)C.N1C=CC=CC=1.[C:19]([Cl:29])(=[O:28])[O:20][CH2:21][C:22]1[CH:27]=[CH:26][CH:25]=[CH:24][CH:23]=1. Product: [ClH:29].[C:19](=[O:28])([O:1][CH2:2][CH2:3][NH:4][CH3:5])[O:20][CH2:21][C:22]1[CH:27]=[CH:26][CH:25]=[CH:24][CH:23]=1. The catalyst class is: 768. (3) Product: [C:12]([C:14]1[CH:19]=[CH:18][C:17]([O:20][CH2:2][C:3]([C:5]2[CH:10]=[CH:9][C:8]([Cl:11])=[CH:7][CH:6]=2)=[O:4])=[CH:16][CH:15]=1)#[N:13]. The catalyst class is: 21. Reactant: Br[CH2:2][C:3]([C:5]1[CH:10]=[CH:9][C:8]([Cl:11])=[CH:7][CH:6]=1)=[O:4].[C:12]([C:14]1[CH:19]=[CH:18][C:17]([OH:20])=[CH:16][CH:15]=1)#[N:13].C(=O)([O-])[O-].[K+].[K+]. (4) Reactant: [Si]([O:8][C@@H:9]([CH2:20][O:21][C:22]1[CH:27]=[CH:26][C:25]([Cl:28])=[C:24]([C:29]2[N:34]=[C:33]([C:35]3[C:36]([CH3:41])=[N:37][O:38][C:39]=3[CH3:40])[C:32]([CH3:42])=[C:31]([N:43]3[CH2:51][C:50]4[C:45](=[N:46][CH:47]=[C:48]([F:52])[CH:49]=4)[CH2:44]3)[N:30]=2)[CH:23]=1)[CH2:10][N:11](C)[C:12](=O)OC(C)(C)C)(C(C)(C)C)(C)C. Product: [Cl:28][C:25]1[CH:26]=[CH:27][C:22]([O:21][CH2:20][C@H:9]([OH:8])[CH2:10][NH:11][CH3:12])=[CH:23][C:24]=1[C:29]1[N:34]=[C:33]([C:35]2[C:36]([CH3:41])=[N:37][O:38][C:39]=2[CH3:40])[C:32]([CH3:42])=[C:31]([N:43]2[CH2:51][C:50]3[C:45](=[N:46][CH:47]=[C:48]([F:52])[CH:49]=3)[CH2:44]2)[N:30]=1. The catalyst class is: 89.